This data is from Catalyst prediction with 721,799 reactions and 888 catalyst types from USPTO. The task is: Predict which catalyst facilitates the given reaction. Reactant: [CH2:1]([N:4]1[C:10](=O)[O:9][C:7](=[O:8])[C:6]2=[CH:12][N:13]=[CH:14][CH:15]=[C:5]12)[CH:2]=[CH2:3].[C-]#N.[K+].O. Product: [CH2:1]([N:4]1[C:5]2[C:6](=[CH:12][N:13]=[CH:14][CH:15]=2)[C:7](=[O:8])[C:10]1=[O:9])[CH:2]=[CH2:3]. The catalyst class is: 3.